Dataset: Reaction yield outcomes from USPTO patents with 853,638 reactions. Task: Predict the reaction yield, written as a fraction of the theoretical maximum amount of product (1.0 means a 100% yield; for example, 0.34 means a 34% yield). (1) The reactants are [C:1]([C:4]1[CH:5]=[C:6]([CH:40]=[CH:41][CH:42]=1)[CH2:7][CH2:8][C:9]1[C:14]([C:15]([F:18])([F:17])[F:16])=[CH:13][N:12]=[C:11]([NH:19][C:20]2[CH:39]=[CH:38][C:23]([CH2:24][N:25]3[CH2:30][CH2:29][N:28](C(OC(C)(C)C)=O)[CH2:27][CH2:26]3)=[CH:22][CH:21]=2)[N:10]=1)(=[O:3])[NH2:2].C(O)(C(F)(F)F)=O. The catalyst is C(Cl)Cl. The product is [N:25]1([CH2:24][C:23]2[CH:22]=[CH:21][C:20]([NH:19][C:11]3[N:10]=[C:9]([CH2:8][CH2:7][C:6]4[CH:5]=[C:4]([CH:42]=[CH:41][CH:40]=4)[C:1]([NH2:2])=[O:3])[C:14]([C:15]([F:17])([F:16])[F:18])=[CH:13][N:12]=3)=[CH:39][CH:38]=2)[CH2:26][CH2:27][NH:28][CH2:29][CH2:30]1. The yield is 0.400. (2) The reactants are CC1(C)C(C)(C)OB([C:9]2[C:10]([NH:15]C(=O)OC(C)(C)C)=[N:11][CH:12]=[CH:13][CH:14]=2)O1.Br[C:25]1[S:34][C:28]2[C:29](=[O:33])[NH:30][CH2:31][CH2:32][C:27]=2[CH:26]=1. The catalyst is CCCCO.C([O-])([O-])=O.[Na+].[Na+].C1C=CC([P]([Pd]([P](C2C=CC=CC=2)(C2C=CC=CC=2)C2C=CC=CC=2)([P](C2C=CC=CC=2)(C2C=CC=CC=2)C2C=CC=CC=2)[P](C2C=CC=CC=2)(C2C=CC=CC=2)C2C=CC=CC=2)(C2C=CC=CC=2)C2C=CC=CC=2)=CC=1. The product is [NH2:15][C:10]1[C:9]([C:25]2[S:34][C:28]3[C:29](=[O:33])[NH:30][CH2:31][CH2:32][C:27]=3[CH:26]=2)=[CH:14][CH:13]=[CH:12][N:11]=1. The yield is 0.880. (3) The product is [F:9][C:4]1[C:3]([CH2:2][S:17][C:15]2[N:14]=[C:13]([OH:18])[CH:12]=[C:11]([CH3:10])[N:16]=2)=[CH:8][CH:7]=[CH:6][N:5]=1. The catalyst is C(O)C. The yield is 0.720. The reactants are Br[CH2:2][C:3]1[C:4]([F:9])=[N:5][CH:6]=[CH:7][CH:8]=1.[CH3:10][C:11]1[N:16]=[C:15]([SH:17])[N:14]=[C:13]([OH:18])[CH:12]=1.C(N(CC)CC)C. (4) The reactants are [H-].[Na+].[S:3](Cl)([C:6]1[CH:12]=[CH:11][C:9]([CH3:10])=[CH:8][CH:7]=1)(=[O:5])=[O:4].[F:14][C:15]([F:26])([F:25])[C:16]1[CH:17]=[C:18]2[CH:24]=[CH:23][NH:22][C:19]2=[N:20][CH:21]=1. The catalyst is C1COCC1. The product is [F:26][C:15]([F:14])([F:25])[C:16]1[CH:17]=[C:18]2[CH:24]=[CH:23][N:22]([S:3]([C:6]3[CH:12]=[CH:11][C:9]([CH3:10])=[CH:8][CH:7]=3)(=[O:5])=[O:4])[C:19]2=[N:20][CH:21]=1. The yield is 0.920. (5) The reactants are [O:1]1[CH2:6][CH2:5][CH:4]([C:7]([OH:9])=[O:8])[CH2:3][CH2:2]1.O=S(Cl)Cl.[CH2:14](O)[C:15]1[CH:20]=[CH:19][CH:18]=[CH:17][CH:16]=1. The catalyst is O1CCCC1. The product is [O:1]1[CH2:6][CH2:5][CH:4]([C:7]([O:9][CH2:14][C:15]2[CH:20]=[CH:19][CH:18]=[CH:17][CH:16]=2)=[O:8])[CH2:3][CH2:2]1. The yield is 0.700. (6) The reactants are Cl.[F:2][C@H:3]1[C@H:7]([CH3:8])[NH:6][C@H:5]([C:9]([NH:11][CH2:12][C:13]2[C:18]([C:19]([F:22])([F:21])[F:20])=[CH:17][N:16]=[C:15]([C:23]3[CH:24]=[N:25][C:26]([C:29]([F:32])([F:31])[F:30])=[N:27][CH:28]=3)[CH:14]=2)=[O:10])[CH2:4]1.[F:33][C:34]1[CH:39]=[CH:38][C:37]([S:40](Cl)(=[O:42])=[O:41])=[CH:36][CH:35]=1. The catalyst is ClCCl. The product is [F:2][C@H:3]1[C@H:7]([CH3:8])[N:6]([S:40]([C:37]2[CH:38]=[CH:39][C:34]([F:33])=[CH:35][CH:36]=2)(=[O:42])=[O:41])[C@H:5]([C:9]([NH:11][CH2:12][C:13]2[C:18]([C:19]([F:20])([F:21])[F:22])=[CH:17][N:16]=[C:15]([C:23]3[CH:28]=[N:27][C:26]([C:29]([F:32])([F:31])[F:30])=[N:25][CH:24]=3)[CH:14]=2)=[O:10])[CH2:4]1. The yield is 0.820. (7) The yield is 0.350. The product is [F:14][C:9]1([F:15])[CH2:8][N:7]([CH:16]([CH3:18])[CH3:17])[C:6]2[N:19]=[C:2]([NH:20][C:21]3[C:36]([O:37][CH3:38])=[CH:35][C:24]([C:25]([NH:27][CH:28]4[CH2:33][CH2:32][N:31]([CH3:34])[CH2:30][CH2:29]4)=[O:26])=[C:23]([F:39])[CH:22]=3)[N:3]=[CH:4][C:5]=2[N:11]([CH3:12])[C:10]1=[O:13]. The catalyst is O.C(O)C. The reactants are Cl[C:2]1[N:3]=[CH:4][C:5]2[N:11]([CH3:12])[C:10](=[O:13])[C:9]([F:15])([F:14])[CH2:8][N:7]([CH:16]([CH3:18])[CH3:17])[C:6]=2[N:19]=1.[NH2:20][C:21]1[C:36]([O:37][CH3:38])=[CH:35][C:24]([C:25]([NH:27][CH:28]2[CH2:33][CH2:32][N:31]([CH3:34])[CH2:30][CH2:29]2)=[O:26])=[C:23]([F:39])[CH:22]=1.S(=O)(=O)(O)O.C(=O)([O-])[O-].[Na+].[Na+].